Dataset: Full USPTO retrosynthesis dataset with 1.9M reactions from patents (1976-2016). Task: Predict the reactants needed to synthesize the given product. (1) Given the product [ClH:31].[ClH:1].[C:8]1([CH2:3][CH2:9][N:11]2[CH2:12][CH2:13][N:14]([CH:18]([C:19]([C:21]3[CH:30]=[CH:29][C:28]4[C:23](=[CH:24][CH:25]=[C:26]([O:32][CH3:33])[C:27]=4[Cl:31])[CH:22]=3)=[O:20])[CH3:34])[CH2:15][CH2:16]2)[CH:35]=[CH:4][CH:5]=[CH:6][CH:7]=1, predict the reactants needed to synthesize it. The reactants are: [ClH:1].Cl.[C:3]1([CH:9]([N:11]2[CH2:16][CH2:15][NH:14][CH2:13][CH2:12]2)C)[CH:8]=[CH:7][CH:6]=[CH:5][CH:4]=1.Br[CH:18]([CH3:34])[C:19]([C:21]1[CH:30]=[CH:29][C:28]2[C:23](=[CH:24][CH:25]=[C:26]([O:32][CH3:33])[C:27]=2[Cl:31])[CH:22]=1)=[O:20].[C:35]([O-])([O-])=O.[K+].[K+]. (2) Given the product [NH2:3][C:4]1[C:13]2[N:14]=[C:15]([CH2:22][O:23][CH2:24][CH3:25])[N:16]([CH2:17][C:18]([OH:20])([CH3:21])[CH3:19])[C:12]=2[C:11]2[CH:10]=[CH:9][C:8]([O:26][CH2:27][CH2:28][N:40]([CH:37]([CH3:39])[CH3:38])[C:41]([NH2:32])=[O:42])=[CH:7][C:6]=2[N:5]=1, predict the reactants needed to synthesize it. The reactants are: Cl.Cl.[NH2:3][C:4]1[C:13]2[N:14]=[C:15]([CH2:22][O:23][CH2:24][CH3:25])[N:16]([CH2:17][C:18]([CH3:21])([OH:20])[CH3:19])[C:12]=2[C:11]2[CH:10]=[CH:9][C:8]([O:26][CH2:27][CH2:28]N)=[CH:7][C:6]=2[N:5]=1.C([N:32](CC)CC)C.[CH:37]([N:40]=[C:41]=[O:42])([CH3:39])[CH3:38].C(=O)([O-])[O-].[Na+].[Na+].